Predict which catalyst facilitates the given reaction. From a dataset of Catalyst prediction with 721,799 reactions and 888 catalyst types from USPTO. Product: [CH:1]1([O:6][CH2:7][C:8]([NH:11][NH2:12])=[O:10])[CH2:5][CH2:4][CH2:3][CH2:2]1. Reactant: [CH:1]1([O:6][CH2:7][C:8]([OH:10])=O)[CH2:5][CH2:4][CH2:3][CH2:2]1.[NH:11](C(OC(C)(C)C)=O)[NH2:12].OC1C2N=NNC=2C=CC=1.Cl.C(N=C=NCCCN(C)C)C.C(N(C(C)C)CC)(C)C.FC(F)(F)C(O)=O. The catalyst class is: 4.